Task: Regression. Given a peptide amino acid sequence and an MHC pseudo amino acid sequence, predict their binding affinity value. This is MHC class I binding data.. Dataset: Peptide-MHC class I binding affinity with 185,985 pairs from IEDB/IMGT (1) The binding affinity (normalized) is 0.552. The MHC is HLA-B44:03 with pseudo-sequence HLA-B44:03. The peptide sequence is LEENMDVEIW. (2) The peptide sequence is YMLKDSAPT. The MHC is HLA-B27:05 with pseudo-sequence HLA-B27:05. The binding affinity (normalized) is 0.0847. (3) The peptide sequence is CLGGLLTMV. The MHC is HLA-B54:01 with pseudo-sequence HLA-B54:01. The binding affinity (normalized) is 0. (4) The peptide sequence is DLKLVDVKL. The MHC is HLA-A02:11 with pseudo-sequence HLA-A02:11. The binding affinity (normalized) is 0.0847. (5) The MHC is HLA-A02:01 with pseudo-sequence HLA-A02:01. The binding affinity (normalized) is 0.132. The peptide sequence is DIYRIFAEL. (6) The binding affinity (normalized) is 0.0847. The peptide sequence is CPRIFSHSF. The MHC is HLA-B51:01 with pseudo-sequence HLA-B51:01.